Dataset: Catalyst prediction with 721,799 reactions and 888 catalyst types from USPTO. Task: Predict which catalyst facilitates the given reaction. (1) Reactant: [PH2](=O)[O-].[NH4+].C[Si](C)(C)N[Si](C)(C)C.[CH3:14][O:15][C:16]1[CH:57]=[CH:56][C:19]([C:20]([O:33][CH2:34][C@H:35]2[O:39][C@@H:38]([N:40]3[CH:47]=[C:46]([CH3:48])[C:44](=[O:45])[NH:43][C:41]3=[O:42])[C@H:37]([O:49]CCOC)[C@@H:36]2[CH2:54]I)([C:27]2[CH:32]=[CH:31][CH:30]=[CH:29][CH:28]=2)[C:21]2[CH:26]=[CH:25][CH:24]=[CH:23][CH:22]=2)=[CH:18][CH:17]=1.C(N(C(C)C)CC)(C)C.C1[CH2:71][O:70][CH2:69][CH2:68]1.CO.CCN(CC)CC. Product: [CH3:14][O:15][C:16]1[CH:57]=[CH:56][C:19]([C:20]([O:33][CH2:34][C@H:35]2[O:39][C@@H:38]([N:40]3[CH:47]=[C:46]([CH3:48])[C:44](=[O:45])[NH:43][C:41]3=[O:42])[C@:37]([CH2:68][CH2:69][O:70][CH3:71])([OH:49])[C@@H:36]2[CH3:54])([C:27]2[CH:28]=[CH:29][CH:30]=[CH:31][CH:32]=2)[C:21]2[CH:22]=[CH:23][CH:24]=[CH:25][CH:26]=2)=[CH:18][CH:17]=1. The catalyst class is: 4. (2) Reactant: [OH:1][CH2:2][CH2:3][N:4]1[CH2:9][CH2:8][N:7]([C:10]([O:12][C:13]([CH3:16])([CH3:15])[CH3:14])=[O:11])[CH2:6][CH2:5]1.CC1C=CC(S(O[CH2:28][CH2:29][O:30][CH3:31])(=O)=O)=CC=1. Product: [CH3:31][O:30][CH2:29][CH2:28][O:1][CH2:2][CH2:3][N:4]1[CH2:9][CH2:8][N:7]([C:10]([O:12][C:13]([CH3:16])([CH3:15])[CH3:14])=[O:11])[CH2:6][CH2:5]1. The catalyst class is: 1.